This data is from Full USPTO retrosynthesis dataset with 1.9M reactions from patents (1976-2016). The task is: Predict the reactants needed to synthesize the given product. (1) Given the product [Br:8][C:6]1[CH:7]=[C:2]([Br:1])[C:3]2[N:4]([C:11]([CH3:12])=[N:10][N:9]=2)[CH:5]=1, predict the reactants needed to synthesize it. The reactants are: [Br:1][C:2]1[C:3]([NH:9][NH:10][C:11](=O)[CH3:12])=[N:4][CH:5]=[C:6]([Br:8])[CH:7]=1.C(O)(=O)C. (2) Given the product [Cl:40][C:19]1[CH:18]=[C:17]([C:5]2[CH:4]=[N:3][N:2]([CH3:1])[CH:6]=2)[CH:22]=[CH:21][C:20]=1[C:23]1[S:27][C:26]([N:28]([CH3:39])[CH:29]2[CH2:34][C:33]([CH3:35])([CH3:36])[NH:32][C:31]([CH3:38])([CH3:37])[CH2:30]2)=[N:25][N:24]=1, predict the reactants needed to synthesize it. The reactants are: [CH3:1][N:2]1[CH:6]=[C:5](B2OC(C)(C)C(C)(C)O2)[CH:4]=[N:3]1.Br[C:17]1[CH:22]=[CH:21][C:20]([C:23]2[S:27][C:26]([N:28]([CH3:39])[CH:29]3[CH2:34][C:33]([CH3:36])([CH3:35])[NH:32][C:31]([CH3:38])([CH3:37])[CH2:30]3)=[N:25][N:24]=2)=[C:19]([Cl:40])[CH:18]=1.C([O-])([O-])=O.[Na+].[Na+].CO. (3) Given the product [CH2:1]([CH:3]([CH2:7][CH:8]([CH2:12][CH3:13])[C:9]([O:11][CH2:2][CH2:1][CH2:3][CH3:4])=[O:10])[C:4]([O:6][CH2:14][CH2:15][CH2:16][CH3:17])=[O:5])[CH3:2], predict the reactants needed to synthesize it. The reactants are: [CH2:1]([CH:3]([CH2:7][CH:8]([CH2:12][CH3:13])[C:9]([OH:11])=[O:10])[C:4]([OH:6])=[O:5])[CH3:2].[CH2:14](O)[CH2:15][CH2:16][CH3:17].[OH-].[Na+]. (4) Given the product [C:1]([O:5][C:6]([N:8]1[CH2:9][CH2:10][CH:11]([C:14](=[O:16])[N:20]([O:19][CH3:18])[CH3:21])[CH2:12][CH2:13]1)=[O:7])([CH3:2])([CH3:3])[CH3:4], predict the reactants needed to synthesize it. The reactants are: [C:1]([O:5][C:6]([N:8]1[CH2:13][CH2:12][CH:11]([C:14]([OH:16])=O)[CH2:10][CH2:9]1)=[O:7])([CH3:4])([CH3:3])[CH3:2].Cl.[CH3:18][O:19][NH:20][CH3:21].O.N1(O)C2C=CC=CC=2N=N1.C(N(CC)CC)C. (5) Given the product [CH3:29][O:28][C:3]1[CH:4]=[C:5]2[C:10](=[CH:11][C:2]=1[O:1][CH2:30][CH:32]1[CH2:33][O:34]1)[N:9]=[CH:8][CH:7]=[C:6]2[O:12][C:13]1[CH:18]=[CH:17][C:16]([CH3:19])=[CH:15][C:14]=1[C:20]([C:22]1[CH:23]=[CH:24][CH:25]=[CH:26][CH:27]=1)=[O:21], predict the reactants needed to synthesize it. The reactants are: [OH:1][C:2]1[CH:11]=[C:10]2[C:5]([C:6]([O:12][C:13]3[CH:18]=[CH:17][C:16]([CH3:19])=[CH:15][C:14]=3[C:20]([C:22]3[CH:27]=[CH:26][CH:25]=[CH:24][CH:23]=3)=[O:21])=[CH:7][CH:8]=[N:9]2)=[CH:4][C:3]=1[O:28][CH3:29].[CH2:30]([CH:32]1[O:34][CH2:33]1)Br.C(=O)([O-])[O-].[K+].[K+].O. (6) Given the product [CH3:16][N:17]([CH3:18])[CH2:19][CH2:20][N:10]1[C:11]2[C:6](=[CH:5][C:4]([N+:1]([O-:3])=[O:2])=[CH:13][CH:12]=2)[CH2:7][CH2:8][C:9]1=[O:14], predict the reactants needed to synthesize it. The reactants are: [N+:1]([C:4]1[CH:5]=[C:6]2[C:11](=[CH:12][CH:13]=1)[NH:10][C:9](=[O:14])[CH2:8][CH2:7]2)([O-:3])=[O:2].Cl.[CH3:16][N:17]([CH2:19][CH2:20]Cl)[CH3:18].C(=O)([O-])[O-].[K+].[K+]. (7) The reactants are: [H-].[Na+].[Br:3][C:4]1[CH:9]=[CH:8][CH:7]=[CH:6][C:5]=1S.Br[CH2:12][CH3:13].O[O:15][S:16]([O-:18])=O.[K+]. Given the product [Br:3][C:4]1[CH:9]=[CH:8][CH:7]=[CH:6][C:5]=1[S:16]([CH2:12][CH3:13])(=[O:18])=[O:15], predict the reactants needed to synthesize it. (8) Given the product [ClH:19].[Cl:19][C:16]1[CH:15]=[CH:14][C:13]([C:11](=[CH2:12])[CH2:10][NH:9][NH2:8])=[CH:18][CH:17]=1, predict the reactants needed to synthesize it. The reactants are: C(OC([NH:8][NH:9][CH2:10][C:11]([C:13]1[CH:18]=[CH:17][C:16]([Cl:19])=[CH:15][CH:14]=1)=[CH2:12])=O)(C)(C)C.Cl.CCOCC. (9) Given the product [Br:1][C:2]1[CH:16]=[CH:15][C:5]2[O:6][C:7]3([C:10](=[O:11])[NH:17][C:4]=2[CH:3]=1)[CH2:9][CH2:8]3, predict the reactants needed to synthesize it. The reactants are: [Br:1][C:2]1[CH:16]=[CH:15][C:5]([O:6][C:7]2([C:10](OCC)=[O:11])[CH2:9][CH2:8]2)=[C:4]([N+:17]([O-])=O)[CH:3]=1.